Dataset: Full USPTO retrosynthesis dataset with 1.9M reactions from patents (1976-2016). Task: Predict the reactants needed to synthesize the given product. (1) Given the product [NH:1]1[C:9]2[C:4](=[CH:5][CH:6]=[CH:7][CH:8]=2)[CH2:3][C@H:2]1[CH2:10][OH:11], predict the reactants needed to synthesize it. The reactants are: [NH:1]1[C:9]2[C:4](=[CH:5][CH:6]=[CH:7][CH:8]=2)[CH2:3][C@H:2]1[C:10](O)=[O:11].CO.Cl. (2) The reactants are: [C:1]([O:5][C:6]([N:8]1[CH2:12][CH2:11][CH2:10][C@H:9]1[C@H:13]([C:17]1[CH:22]=[CH:21][C:20]([Cl:23])=[CH:19][CH:18]=1)[C:14](O)=[O:15])=[O:7])([CH3:4])([CH3:3])[CH3:2].Cl.Cl.[CH3:26][C@H:27]1[C:35]2[C:34]([N:36]3[CH2:41][CH2:40][NH:39][CH2:38][CH2:37]3)=[N:33][CH:32]=[N:31][C:30]=2[C@H:29]([OH:42])[CH2:28]1.C(N(C(C)C)CC)(C)C.CN(C(ON1N=NC2C=CC=CC1=2)=[N+](C)C)C.F[P-](F)(F)(F)(F)F. Given the product [Cl:23][C:20]1[CH:19]=[CH:18][C:17]([C@@H:13]([C@@H:9]2[CH2:10][CH2:11][CH2:12][N:8]2[C:6]([O:5][C:1]([CH3:3])([CH3:2])[CH3:4])=[O:7])[C:14]([N:39]2[CH2:40][CH2:41][N:36]([C:34]3[C:35]4[C@H:27]([CH3:26])[CH2:28][C@@H:29]([OH:42])[C:30]=4[N:31]=[CH:32][N:33]=3)[CH2:37][CH2:38]2)=[O:15])=[CH:22][CH:21]=1, predict the reactants needed to synthesize it. (3) Given the product [CH3:12][C:9]1[CH:10]=[C:11]2[C:6](=[CH:7][CH:8]=1)[N:5]=[C:4]([N:13]1[CH2:19][C:18]3[CH:20]=[CH:21][CH:22]=[CH:23][C:17]=3[S:16](=[O:24])[CH2:15][CH2:14]1)[CH:3]=[C:2]2[N:25]1[CH2:29][CH2:28][CH:27]([NH2:30])[CH2:26]1, predict the reactants needed to synthesize it. The reactants are: Cl[C:2]1[C:11]2[C:6](=[CH:7][CH:8]=[C:9]([CH3:12])[CH:10]=2)[N:5]=[C:4]([N:13]2[CH2:19][C:18]3[CH:20]=[CH:21][CH:22]=[CH:23][C:17]=3[S:16](=[O:24])[CH2:15][CH2:14]2)[CH:3]=1.[NH:25]1[CH2:29][CH2:28][CH:27]([NH:30]C(=O)OC(C)(C)C)[CH2:26]1. (4) Given the product [CH3:40][O:39][C:36]1[CH:35]=[CH:34][C:33]([CH2:32][S:31]/[C:19](/[CH:20]([C:21]([O:23][CH2:24][CH3:25])=[O:22])[C:26]([O:28][CH2:29][CH3:30])=[O:27])=[C:8](/[C:4]2[CH:3]=[C:2]([Br:1])[CH:7]=[CH:6][N:5]=2)\[CH2:9][CH3:10])=[CH:38][CH:37]=1, predict the reactants needed to synthesize it. The reactants are: [Br:1][C:2]1[CH:7]=[CH:6][N:5]=[C:4]([CH2:8][CH2:9][CH3:10])[CH:3]=1.COC1C=CC(CS[C:19]([S:31][CH2:32][C:33]2[CH:38]=[CH:37][C:36]([O:39][CH3:40])=[CH:35][CH:34]=2)=[C:20]([C:26]([O:28][CH2:29][CH3:30])=[O:27])[C:21]([O:23][CH2:24][CH3:25])=[O:22])=CC=1. (5) Given the product [Br:32][C:29]1[CH:30]=[CH:31][C:26]([C:9]2[CH:10]=[CH:11][C:12]([S:15]([C:18]3[CH:19]=[CH:20][CH:21]=[CH:22][CH:23]=3)(=[O:16])=[O:17])=[CH:13][CH:14]=2)=[N:27][CH:28]=1, predict the reactants needed to synthesize it. The reactants are: CC1(C)C(C)(C)OB([C:9]2[CH:14]=[CH:13][C:12]([S:15]([C:18]3[CH:23]=[CH:22][CH:21]=[CH:20][CH:19]=3)(=[O:17])=[O:16])=[CH:11][CH:10]=2)O1.Br[C:26]1[CH:31]=[CH:30][C:29]([Br:32])=[CH:28][N:27]=1.C(=O)([O-])[O-].[K+].[K+].COCCOC. (6) Given the product [C:1]([O:5][C@@H:6]([C:12]1[C:43]([CH3:44])=[CH:42][C:15]2[N:16]=[C:17]([N:19]3[CH2:24][CH2:23][N:22]([C:25]([O:27][C:28]([CH3:30])([CH3:31])[CH3:29])=[O:26])[CH:21]([C:32]4[CH:33]=[C:34]5[C:38](=[CH:39][CH:40]=4)[N:37]([CH3:41])[N:36]=[CH:35]5)[CH2:20]3)[S:18][C:14]=2[C:13]=1[C:45]1[CH:50]=[CH:49][C:48]([Cl:51])=[CH:47][CH:46]=1)[C:7]([OH:9])=[O:8])([CH3:2])([CH3:3])[CH3:4], predict the reactants needed to synthesize it. The reactants are: [C:1]([O:5][C@@H:6]([C:12]1[C:43]([CH3:44])=[CH:42][C:15]2[N:16]=[C:17]([N:19]3[CH2:24][CH2:23][N:22]([C:25]([O:27][C:28]([CH3:31])([CH3:30])[CH3:29])=[O:26])[CH:21]([C:32]4[CH:33]=[C:34]5[C:38](=[CH:39][CH:40]=4)[N:37]([CH3:41])[N:36]=[CH:35]5)[CH2:20]3)[S:18][C:14]=2[C:13]=1[C:45]1[CH:50]=[CH:49][C:48]([Cl:51])=[CH:47][CH:46]=1)[C:7]([O:9]CC)=[O:8])([CH3:4])([CH3:3])[CH3:2].[OH-].[Na+].C(O)(=O)C.